Dataset: Forward reaction prediction with 1.9M reactions from USPTO patents (1976-2016). Task: Predict the product of the given reaction. The product is: [Cl:1][C:2]1[N:6]([CH:7]2[CH2:8][CH2:9][O:10][CH2:11][CH2:12]2)[N:5]=[CH:4][C:3]=1[NH2:13]. Given the reactants [Cl:1][C:2]1[N:6]([CH:7]2[CH2:12][CH2:11][O:10][CH2:9][CH2:8]2)[N:5]=[CH:4][C:3]=1[N+:13]([O-])=O.[Cl-].[NH4+], predict the reaction product.